This data is from Forward reaction prediction with 1.9M reactions from USPTO patents (1976-2016). The task is: Predict the product of the given reaction. (1) Given the reactants [CH2:1]([O:3][C:4]([C:6]1[O:7][C:8]2[CH:15]=[CH:14][CH:13]=[C:12]([NH2:16])[C:9]=2[C:10]=1[CH3:11])=[O:5])[CH3:2].Br[CH2:18][CH2:19][CH2:20][CH2:21]Br.C(N(CC)C(C)C)(C)C, predict the reaction product. The product is: [CH2:1]([O:3][C:4]([C:6]1[O:7][C:8]2[CH:15]=[CH:14][CH:13]=[C:12]([N:16]3[CH2:21][CH2:20][CH2:19][CH2:18]3)[C:9]=2[C:10]=1[CH3:11])=[O:5])[CH3:2]. (2) Given the reactants [C:1]([OH:9])(=O)[C:2]1[CH:7]=[CH:6][CH:5]=[CH:4][CH:3]=1.O.ON1[C:16]2C=CC=C[C:15]=2N=N1.Cl.CN(C)CCCN=C=NCC.Cl.C([O:36][C:37]([C:39]1([NH2:42])[CH2:41][CH2:40]1)=[O:38])C.[Cl-].[NH4+], predict the reaction product. The product is: [CH2:15]([CH:41]1[CH2:40][C:39]1([NH:42][C:1](=[O:9])[C:2]1[CH:3]=[CH:4][CH:5]=[CH:6][CH:7]=1)[C:37]([OH:36])=[O:38])[CH3:16].